This data is from Catalyst prediction with 721,799 reactions and 888 catalyst types from USPTO. The task is: Predict which catalyst facilitates the given reaction. (1) Reactant: [C:1]1([N:7]2[C:11]3[NH:12][C:13](=[O:20])[C:14]4[CH:15]=[CH:16][CH:17]=[CH:18][C:19]=4[C:10]=3[CH:9]=[N:8]2)[CH:6]=[CH:5][CH:4]=[CH:3][CH:2]=1.Cl.Cl[CH2:23][C:24]1[N:25]([CH3:29])[N:26]=[CH:27][N:28]=1.C(=O)([O-])[O-].[Cs+].[Cs+].O. Product: [CH3:29][N:25]1[C:24]([CH2:23][O:20][C:13]2[C:14]3[CH:15]=[CH:16][CH:17]=[CH:18][C:19]=3[C:10]3[CH:9]=[N:8][N:7]([C:1]4[CH:2]=[CH:3][CH:4]=[CH:5][CH:6]=4)[C:11]=3[N:12]=2)=[N:28][CH:27]=[N:26]1. The catalyst class is: 3. (2) Product: [CH:16]12[CH2:24][CH:20]3[CH2:19][CH:18]([CH2:23][CH:22]([CH2:21]3)[CH:15]1[C:14]1[CH:13]=[CH:12][C:4]([C:5]([OH:7])=[O:6])=[CH:3][C:2]=1[Cl:1])[CH2:17]2. The catalyst class is: 4. Reactant: [Cl:1][C:2]1[CH:3]=[C:4]([CH:12]=[CH:13][C:14]=1[C:15]1(O)[CH:22]2[CH2:23][CH:18]3[CH2:19][CH:20]([CH2:24][CH:16]1[CH2:17]3)[CH2:21]2)[C:5]([O:7]C(C)(C)C)=[O:6].C([SiH](CC)CC)C.FC(F)(F)C(O)=O. (3) Reactant: [Cl:1][C:2]1[CH:32]=[CH:31][C:5]([O:6][C:7]2[CH:12]=[CH:11][C:10]([N:13]3[C@@H:17]([C:18]4[CH:23]=[CH:22][CH:21]=[C:20]([C:24]([F:27])([F:26])[F:25])[CH:19]=4)[CH2:16][NH:15][C:14]3=[N:28][C:29]#[N:30])=[CH:9][CH:8]=2)=[CH:4][CH:3]=1.Br[C:34]#[N:35].C([O-])([O-])=O.[K+].[K+]. Product: [Cl:1][C:2]1[CH:3]=[CH:4][C:5]([O:6][C:7]2[CH:8]=[CH:9][C:10]([N:13]3[C@@H:17]([C:18]4[CH:23]=[CH:22][CH:21]=[C:20]([C:24]([F:26])([F:25])[F:27])[CH:19]=4)[CH2:16][N:15]([C:34]#[N:35])[C:14]3=[N:28][C:29]#[N:30])=[CH:11][CH:12]=2)=[CH:31][CH:32]=1. The catalyst class is: 12. (4) Reactant: [C:1]([C:3]1[C:8]2[S:9][CH:10]=[CH:11][C:7]=2[C:6]([NH:12][C@H:13]([C@H:27]([OH:29])[CH3:28])[C:14]([NH:16][NH:17][C:18](=[O:26])[C:19]2[CH:24]=[CH:23][C:22]([F:25])=[CH:21][CH:20]=2)=O)=[CH:5][CH:4]=1)#[N:2].CCN(P1(N(C)CCCN1C)=NC(C)(C)C)CC.CO. Product: [F:25][C:22]1[CH:21]=[CH:20][C:19]([C:18]2[O:26][C:14]([C@H:13]([NH:12][C:6]3[C:7]4[CH:11]=[CH:10][S:9][C:8]=4[C:3]([C:1]#[N:2])=[CH:4][CH:5]=3)[C@H:27]([OH:29])[CH3:28])=[N:16][N:17]=2)=[CH:24][CH:23]=1.[S:9]1[CH:10]=[CH:11][C:7]2[CH:6]=[CH:5][CH:4]=[C:3]([C:1]#[N:2])[C:8]1=2. The catalyst class is: 1. (5) Reactant: [CH3:1][C:2]1([OH:8])[CH2:7][CH2:6][NH:5][CH2:4][CH2:3]1.[Br:9][C:10]1[CH:15]=[CH:14][C:13](/[CH:16]=[CH:17]/[CH2:18]Cl)=[CH:12][CH:11]=1.C(N(CC)CC)C. Product: [Br:9][C:10]1[CH:15]=[CH:14][C:13](/[CH:16]=[CH:17]/[CH2:18][N:5]2[CH2:6][CH2:7][C:2]([CH3:1])([OH:8])[CH2:3][CH2:4]2)=[CH:12][CH:11]=1. The catalyst class is: 3.